Dataset: Full USPTO retrosynthesis dataset with 1.9M reactions from patents (1976-2016). Task: Predict the reactants needed to synthesize the given product. (1) Given the product [CH2:3]([O:5][C:6]([C:8]1[N:9]([C:43]([CH:40]2[CH2:42][CH2:41]2)=[O:44])[C:10]2[C:15]([C:16]=1[CH2:17][N:18]([CH2:25][C:26]1[CH:31]=[C:30]([C:32]([F:33])([F:34])[F:35])[CH:29]=[C:28]([C:36]([F:39])([F:38])[F:37])[CH:27]=1)[C:19]1[N:20]=[N:21][N:22]([CH3:24])[N:23]=1)=[CH:14][CH:13]=[CH:12][CH:11]=2)=[O:7])[CH3:4], predict the reactants needed to synthesize it. The reactants are: [H-].[Na+].[CH2:3]([O:5][C:6]([C:8]1[NH:9][C:10]2[C:15]([C:16]=1[CH2:17][N:18]([CH2:25][C:26]1[CH:31]=[C:30]([C:32]([F:35])([F:34])[F:33])[CH:29]=[C:28]([C:36]([F:39])([F:38])[F:37])[CH:27]=1)[C:19]1[N:20]=[N:21][N:22]([CH3:24])[N:23]=1)=[CH:14][CH:13]=[CH:12][CH:11]=2)=[O:7])[CH3:4].[CH:40]1([C:43](Cl)=[O:44])[CH2:42][CH2:41]1. (2) Given the product [CH3:7][N:8]([CH2:9][CH2:10][OH:11])[C:2]1[S:3][CH:4]=[CH:5][N:6]=1, predict the reactants needed to synthesize it. The reactants are: Br[C:2]1[S:3][CH:4]=[CH:5][N:6]=1.[CH3:7][NH:8][CH2:9][CH2:10][OH:11]. (3) Given the product [C:28]([C:10]1[C:11]2[C:16](=[CH:15][C:14]([O:19][C:20]3[C:25]([CH3:26])=[CH:24][CH:23]=[CH:22][C:21]=3[CH3:27])=[CH:13][CH:12]=2)[C:17]([OH:18])=[C:8]([C:6]([NH:30][CH2:31][CH2:32][CH2:33][C:34]([OH:36])=[O:35])=[O:7])[N:9]=1)#[N:29], predict the reactants needed to synthesize it. The reactants are: C(O[C:6]([C:8]1[N:9]=[C:10]([C:28]#[N:29])[C:11]2[C:16]([C:17]=1[OH:18])=[CH:15][C:14]([O:19][C:20]1[C:25]([CH3:26])=[CH:24][CH:23]=[CH:22][C:21]=1[CH3:27])=[CH:13][CH:12]=2)=[O:7])CCC.[NH2:30][CH2:31][CH2:32][CH2:33][C:34]([OH:36])=[O:35].C[O-].[Na+].